Dataset: Catalyst prediction with 721,799 reactions and 888 catalyst types from USPTO. Task: Predict which catalyst facilitates the given reaction. (1) Reactant: Cl[C:2]1[NH:7][C:6](=[O:8])[N:5]([CH2:9][CH:10]2[CH2:15][CH2:14][NH:13][CH2:12][CH2:11]2)[C:4](=[O:16])[CH:3]=1.[NH2:17][C:18]1[CH:19]=[C:20]2[C:24](=[CH:25][CH:26]=1)[CH2:23][CH2:22][CH2:21]2.ClCCl.CO. Product: [CH2:23]1[C:24]2[C:20](=[CH:19][C:18]([NH:17][C:2]3[NH:7][C:6](=[O:8])[N:5]([CH2:9][CH:10]4[CH2:15][CH2:14][NH:13][CH2:12][CH2:11]4)[C:4](=[O:16])[CH:3]=3)=[CH:26][CH:25]=2)[CH2:21][CH2:22]1. The catalyst class is: 27. (2) Reactant: [C:1]([C:5]1[CH:6]=[C:7]([NH:17][C:18]([NH:20][C:21]2[C:22]([CH3:43])=[N:23][C:24]([N:27]3[CH2:32][CH2:31][N:30]([C:33](=[O:42])[C:34]4[C:39]([F:40])=[CH:38][CH:37]=[CH:36][C:35]=4[F:41])[CH2:29][CH2:28]3)=[CH:25][CH:26]=2)=[O:19])[N:8]([C:10]2[CH:15]=[CH:14][C:13]([CH3:16])=[CH:12][CH:11]=2)[N:9]=1)([CH3:4])([CH3:3])[CH3:2].CO.[CH3:46][S:47]([OH:50])(=[O:49])=[O:48]. Product: [CH3:46][S:47]([OH:50])(=[O:49])=[O:48].[C:1]([C:5]1[CH:6]=[C:7]([NH:17][C:18]([NH:20][C:21]2[C:22]([CH3:43])=[N:23][C:24]([N:27]3[CH2:32][CH2:31][N:30]([C:33](=[O:42])[C:34]4[C:35]([F:41])=[CH:36][CH:37]=[CH:38][C:39]=4[F:40])[CH2:29][CH2:28]3)=[CH:25][CH:26]=2)=[O:19])[N:8]([C:10]2[CH:15]=[CH:14][C:13]([CH3:16])=[CH:12][CH:11]=2)[N:9]=1)([CH3:4])([CH3:3])[CH3:2]. The catalyst class is: 13. (3) Reactant: [C:1]([O:5][C:6](=[O:29])[NH:7][C:8]1([CH2:16][CH2:17][C:18]2[CH:23]=[CH:22][C:21]([OH:24])=[C:20]([C:25]([F:28])([F:27])[F:26])[CH:19]=2)[CH2:13][O:12][C:11]([CH3:15])([CH3:14])[O:10][CH2:9]1)([CH3:4])([CH3:3])[CH3:2].C(=O)([O-])[O-].[K+].[K+].Br[CH2:37][CH2:38][CH2:39][CH2:40][CH2:41][CH3:42].O. Product: [C:1]([O:5][C:6](=[O:29])[NH:7][C:8]1([CH2:16][CH2:17][C:18]2[CH:23]=[CH:22][C:21]([O:24][CH2:37][CH2:38][CH2:39][CH2:40][CH2:41][CH3:42])=[C:20]([C:25]([F:28])([F:26])[F:27])[CH:19]=2)[CH2:13][O:12][C:11]([CH3:15])([CH3:14])[O:10][CH2:9]1)([CH3:2])([CH3:3])[CH3:4]. The catalyst class is: 9. (4) Reactant: Cl[C:2]1[C:11]2=[N:12][N:13](CC3C=CC(OC)=CC=3)[CH:14]=[C:10]2[C:9]2[CH:8]=[C:7]([O:24][CH3:25])[CH:6]=[CH:5][C:4]=2[N:3]=1.C(OC([N:33]1[C:38]2[CH:39]=[C:40]([NH2:43])[CH:41]=[CH:42][C:37]=2[O:36][CH2:35][CH2:34]1)=O)(C)(C)C.Cl. Product: [O:36]1[C:37]2[CH:42]=[CH:41][C:40]([NH:43][C:2]3[C:11]4[NH:12][N:13]=[CH:14][C:10]=4[C:9]4[CH:8]=[C:7]([O:24][CH3:25])[CH:6]=[CH:5][C:4]=4[N:3]=3)=[CH:39][C:38]=2[NH:33][CH2:34][CH2:35]1. The catalyst class is: 71. (5) Reactant: N#N.[CH3:3][C:4]1([C:9]2[S:13][C:12]([CH2:14][C:15]([OH:17])=O)=[CH:11][CH:10]=2)[O:8][CH2:7][CH2:6][O:5]1.C1C=CC2N(O)N=NC=2C=1.C(Cl)CCl.CCN(C(C)C)C(C)C.Cl.[CH3:42][O:43][C:44](=[O:49])[C@H:45]([CH2:47][OH:48])[NH2:46].[NH4+].[Cl-]. Product: [CH3:42][O:43][C:44](=[O:49])[CH:45]([NH:46][C:15](=[O:17])[CH2:14][C:12]1[S:13][C:9]([C:4]2([CH3:3])[O:5][CH2:6][CH2:7][O:8]2)=[CH:10][CH:11]=1)[CH2:47][OH:48]. The catalyst class is: 64. (6) Reactant: [F:1][C:2]1[CH:20]=[CH:19][C:5]([CH2:6][N:7]2[C:15]3[C:10](=[CH:11][CH:12]=[CH:13][CH:14]=3)[C:9]([C:16]([OH:18])=O)=[N:8]2)=[CH:4][CH:3]=1.[NH2:21][C@H:22]([C:26]([NH2:28])=[O:27])[CH:23]([CH3:25])[CH3:24].CCN=C=NCCCN(C)C.Cl.C1C=CC2N(O)N=NC=2C=1.C(N(CC)C(C)C)(C)C. Product: [NH2:28][C:26]([C@@H:22]([NH:21][C:16]([C:9]1[C:10]2[C:15](=[CH:14][CH:13]=[CH:12][CH:11]=2)[N:7]([CH2:6][C:5]2[CH:4]=[CH:3][C:2]([F:1])=[CH:20][CH:19]=2)[N:8]=1)=[O:18])[CH:23]([CH3:25])[CH3:24])=[O:27]. The catalyst class is: 18. (7) Reactant: [F:1][C:2]1[N:3]=[CH:4][NH:5][CH:6]=1.I[C:8]1[C:9]([C:15]([O:17]C)=[O:16])=[N:10][C:11]([CH3:14])=[CH:12][CH:13]=1.COC1C2C(=C3C(=CC=2)C(OC)=CC=N3)N=CC=1.C(=O)([O-])[O-].[Cs+].[Cs+]. Product: [F:1][C:2]1[N:3]=[CH:4][N:5]([C:8]2[C:9]([C:15]([OH:17])=[O:16])=[N:10][C:11]([CH3:14])=[CH:12][CH:13]=2)[CH:6]=1. The catalyst class is: 37. (8) The catalyst class is: 340. Product: [CH3:1][O:2][C:3]([C:5]1[CH:10]=[CH:9][C:8]([CH2:11][Br:19])=[CH:7][CH:6]=1)=[O:4]. Reactant: [CH3:1][O:2][C:3]([C:5]1[CH:10]=[CH:9][C:8]([CH3:11])=[CH:7][CH:6]=1)=[O:4].C1C(=O)N([Br:19])C(=O)C1. (9) Reactant: Cl.[N:2]1[C:10]2[CH2:9][CH:8]([C:11]([OH:13])=[O:12])[CH2:7][C:6]=2[CH:5]=[CH:4][CH:3]=1.[CH3:14]O. Product: [CH3:14][O:12][C:11]([CH:8]1[CH2:9][C:10]2[N:2]=[CH:3][CH:4]=[CH:5][C:6]=2[CH2:7]1)=[O:13]. The catalyst class is: 65.